Dataset: Catalyst prediction with 721,799 reactions and 888 catalyst types from USPTO. Task: Predict which catalyst facilitates the given reaction. (1) Reactant: O=[C:2]([NH:13][C:14]1[C:19]([NH:20][C:21]2[CH:26]=[CH:25][CH:24]=[CH:23][N:22]=2)=[CH:18][CH:17]=[CH:16][N:15]=1)[C@@H:3]([NH:5][C:6](=[O:12])[O:7][C:8]([CH3:11])([CH3:10])[CH3:9])[CH3:4]. Product: [N:22]1[CH:23]=[CH:24][CH:25]=[CH:26][C:21]=1[N:20]1[C:19]2[C:14](=[N:15][CH:16]=[CH:17][CH:18]=2)[N:13]=[C:2]1[CH:3]([NH:5][C:6](=[O:12])[O:7][C:8]([CH3:11])([CH3:10])[CH3:9])[CH3:4]. The catalyst class is: 52. (2) Reactant: [CH3:1][O:2][C:3]1[CH:8]=[CH:7][C:6]([Mg]Br)=[CH:5][CH:4]=1.[F:11][C:12]1[C:23]([C:24]([F:27])([F:26])[F:25])=[CH:22][CH:21]=[CH:20][C:13]=1[C:14](N(OC)C)=[O:15]. Product: [F:11][C:12]1[C:23]([C:24]([F:26])([F:27])[F:25])=[CH:22][CH:21]=[CH:20][C:13]=1[C:14]([C:6]1[CH:7]=[CH:8][C:3]([O:2][CH3:1])=[CH:4][CH:5]=1)=[O:15]. The catalyst class is: 1. (3) Product: [C:33]([C:2]1[CH:3]=[C:4]([CH:8]([N:10]2[C:18]3[C:13](=[CH:14][CH:15]=[CH:16][CH:17]=3)[C:12]([C:19]([NH:21][CH2:22][C:23]3[C:24](=[O:31])[NH:25][C:26]([CH3:30])=[CH:27][C:28]=3[CH3:29])=[O:20])=[C:11]2[CH3:32])[CH3:9])[CH:5]=[CH:6][CH:7]=1)#[N:34]. The catalyst class is: 380. Reactant: Br[C:2]1[CH:3]=[C:4]([CH:8]([N:10]2[C:18]3[C:13](=[CH:14][CH:15]=[CH:16][CH:17]=3)[C:12]([C:19]([NH:21][CH2:22][C:23]3[C:24](=[O:31])[NH:25][C:26]([CH3:30])=[CH:27][C:28]=3[CH3:29])=[O:20])=[C:11]2[CH3:32])[CH3:9])[CH:5]=[CH:6][CH:7]=1.[CH3:33][N:34](C=O)C.